Dataset: Full USPTO retrosynthesis dataset with 1.9M reactions from patents (1976-2016). Task: Predict the reactants needed to synthesize the given product. (1) Given the product [F:1][C:2]1[CH:10]=[CH:9][CH:8]=[C:7]2[C:3]=1[CH:4]=[C:5]([C:12]([N:14]1[CH2:18][CH2:17][CH:16]([C:19]3[C:20]([N:39]([CH3:44])[S:40]([CH3:43])(=[O:41])=[O:42])=[CH:21][C:22]4[O:26][C:25]([C:27]5[CH:28]=[CH:29][C:30]([F:33])=[CH:31][CH:32]=5)=[C:24]([C:34]([NH:36][CH3:37])=[O:35])[C:23]=4[CH:38]=3)[CH2:15]1)=[O:13])[N:6]2[CH3:11], predict the reactants needed to synthesize it. The reactants are: [F:1][C:2]1[CH:10]=[CH:9][CH:8]=[C:7]2[C:3]=1[CH:4]=[C:5]([C:12]([N:14]1[CH2:18][CH:17]=[C:16]([C:19]3[C:20]([N:39]([CH3:44])[S:40]([CH3:43])(=[O:42])=[O:41])=[CH:21][C:22]4[O:26][C:25]([C:27]5[CH:32]=[CH:31][C:30]([F:33])=[CH:29][CH:28]=5)=[C:24]([C:34]([NH:36][CH3:37])=[O:35])[C:23]=4[CH:38]=3)[CH2:15]1)=[O:13])[N:6]2[CH3:11]. (2) Given the product [C:13]([O:12][C:10](=[O:11])[NH:1][C:2]1[C:7]([CH3:8])=[CH:6][CH:5]=[CH:4][C:3]=1[OH:9])([CH3:16])([CH3:15])[CH3:14], predict the reactants needed to synthesize it. The reactants are: [NH2:1][C:2]1[C:7]([CH3:8])=[CH:6][CH:5]=[CH:4][C:3]=1[OH:9].[C:10](O[C:10]([O:12][C:13]([CH3:16])([CH3:15])[CH3:14])=[O:11])([O:12][C:13]([CH3:16])([CH3:15])[CH3:14])=[O:11].C(N(CC)CC)C.